From a dataset of NCI-60 drug combinations with 297,098 pairs across 59 cell lines. Regression. Given two drug SMILES strings and cell line genomic features, predict the synergy score measuring deviation from expected non-interaction effect. (1) Drug 1: CC1=C(C=C(C=C1)NC(=O)C2=CC=C(C=C2)CN3CCN(CC3)C)NC4=NC=CC(=N4)C5=CN=CC=C5. Drug 2: C(CC(=O)O)C(=O)CN.Cl. Cell line: SN12C. Synergy scores: CSS=1.22, Synergy_ZIP=-2.26, Synergy_Bliss=-0.941, Synergy_Loewe=-5.44, Synergy_HSA=-4.39. (2) Drug 1: C1CCC(C1)C(CC#N)N2C=C(C=N2)C3=C4C=CNC4=NC=N3. Drug 2: CC12CCC(CC1=CCC3C2CCC4(C3CC=C4C5=CN=CC=C5)C)O. Cell line: T-47D. Synergy scores: CSS=0.354, Synergy_ZIP=0.860, Synergy_Bliss=5.44, Synergy_Loewe=-5.85, Synergy_HSA=0.368. (3) Drug 1: CC1CCC2CC(C(=CC=CC=CC(CC(C(=O)C(C(C(=CC(C(=O)CC(OC(=O)C3CCCCN3C(=O)C(=O)C1(O2)O)C(C)CC4CCC(C(C4)OC)O)C)C)O)OC)C)C)C)OC. Drug 2: CS(=O)(=O)CCNCC1=CC=C(O1)C2=CC3=C(C=C2)N=CN=C3NC4=CC(=C(C=C4)OCC5=CC(=CC=C5)F)Cl. Synergy scores: CSS=2.71, Synergy_ZIP=-1.53, Synergy_Bliss=0.795, Synergy_Loewe=-0.0169, Synergy_HSA=0.313. Cell line: RXF 393. (4) Drug 1: C1=CN(C(=O)N=C1N)C2C(C(C(O2)CO)O)O.Cl. Drug 2: CCCCC(=O)OCC(=O)C1(CC(C2=C(C1)C(=C3C(=C2O)C(=O)C4=C(C3=O)C=CC=C4OC)O)OC5CC(C(C(O5)C)O)NC(=O)C(F)(F)F)O. Cell line: UO-31. Synergy scores: CSS=58.5, Synergy_ZIP=-5.01, Synergy_Bliss=-0.313, Synergy_Loewe=1.62, Synergy_HSA=3.52. (5) Drug 1: C(=O)(N)NO. Drug 2: CC1C(C(CC(O1)OC2CC(CC3=C2C(=C4C(=C3O)C(=O)C5=C(C4=O)C(=CC=C5)OC)O)(C(=O)CO)O)N)O.Cl. Cell line: SF-539. Synergy scores: CSS=38.7, Synergy_ZIP=-3.56, Synergy_Bliss=-0.672, Synergy_Loewe=-13.0, Synergy_HSA=0.963. (6) Drug 1: CS(=O)(=O)C1=CC(=C(C=C1)C(=O)NC2=CC(=C(C=C2)Cl)C3=CC=CC=N3)Cl. Drug 2: C1=C(C(=O)NC(=O)N1)N(CCCl)CCCl. Cell line: SNB-75. Synergy scores: CSS=20.2, Synergy_ZIP=6.09, Synergy_Bliss=6.18, Synergy_Loewe=-6.78, Synergy_HSA=4.29.